This data is from Catalyst prediction with 721,799 reactions and 888 catalyst types from USPTO. The task is: Predict which catalyst facilitates the given reaction. (1) Reactant: [CH2:1]([O:3][C:4]1[CH:5]=[C:6]([N:10]2[CH:14]=[C:13]([C:15]([O:17]CC)=[O:16])[N:12]=[C:11]2[C:20]2[CH:25]=[CH:24][C:23]([F:26])=[CH:22][CH:21]=2)[CH:7]=[CH:8][CH:9]=1)[CH3:2].[OH-].[Na+].Cl. Product: [CH2:1]([O:3][C:4]1[CH:5]=[C:6]([N:10]2[CH:14]=[C:13]([C:15]([OH:17])=[O:16])[N:12]=[C:11]2[C:20]2[CH:21]=[CH:22][C:23]([F:26])=[CH:24][CH:25]=2)[CH:7]=[CH:8][CH:9]=1)[CH3:2]. The catalyst class is: 670. (2) Reactant: [C:1]1([C:7]2[N:12]=[CH:11][C:10]([C:13]3[N:14]=[N:15][NH:16][N:17]=3)=[CH:9][N:8]=2)[CH:6]=[CH:5][CH:4]=[CH:3][CH:2]=1.S(O[CH:29]1[CH2:34][CH2:33][N:32]([C:35]([O:37][C:38]([CH3:41])([CH3:40])[CH3:39])=[O:36])[CH2:31][CH2:30]1)(C1C=CC(C)=CC=1)(=O)=O.OC1CCN(C(OC(C)(C)C)=O)CC1.C(=O)([O-])[O-].[Na+].[Na+]. Product: [C:1]1([C:7]2[N:12]=[CH:11][C:10]([C:13]3[N:14]=[N:15][N:16]([CH:29]4[CH2:34][CH2:33][N:32]([C:35]([O:37][C:38]([CH3:41])([CH3:40])[CH3:39])=[O:36])[CH2:31][CH2:30]4)[N:17]=3)=[CH:9][N:8]=2)[CH:2]=[CH:3][CH:4]=[CH:5][CH:6]=1. The catalyst class is: 39. (3) Reactant: [F:1][C:2]1[CH:3]=[C:4]2[C:9](=[C:10]([F:12])[CH:11]=1)[N:8]=[CH:7][CH:6]=[C:5]2O.P(Br)(Br)[Br:15]. Product: [Br:15][C:5]1[C:4]2[C:9](=[C:10]([F:12])[CH:11]=[C:2]([F:1])[CH:3]=2)[N:8]=[CH:7][CH:6]=1. The catalyst class is: 3. (4) Reactant: [CH2:1]([N:3]1[CH2:8][C:7]([CH3:10])([CH3:9])[O:6][C:5](=[O:11])[CH:4]1[CH2:12][C:13]([OH:15])=O)[CH3:2].C(N(C(C)C)CC)(C)C.CN(C(ON1N=NC2C=CC=NC1=2)=[N+](C)C)C.F[P-](F)(F)(F)(F)F.[CH2:49]([NH2:55])[C:50]1[O:54][CH:53]=[CH:52][CH:51]=1. Product: [CH2:1]([N:3]1[CH2:8][C:7]([CH3:9])([CH3:10])[O:6][C:5](=[O:11])[CH:4]1[CH2:12][C:13]([NH:55][CH2:49][C:50]1[O:54][CH:53]=[CH:52][CH:51]=1)=[O:15])[CH3:2]. The catalyst class is: 3. (5) Reactant: [F:1][C:2]([F:30])([F:29])[C:3]1[CH:4]=[C:5]([NH:9][C:10]([N:12]2[C:20]3[C:15](=[CH:16][C:17]([O:21][C:22]4[CH:27]=[C:26](Cl)[N:25]=[CH:24][N:23]=4)=[CH:18][CH:19]=3)[CH2:14][CH2:13]2)=[O:11])[CH:6]=[CH:7][CH:8]=1.[NH2:31][CH2:32][CH2:33][CH2:34][N:35]1[CH2:40][CH2:39][N:38]([CH3:41])[CH2:37][CH2:36]1.N[C@H](C(O)=O)CC1C=C2C(C=CC=C2)=CC=1. Product: [F:1][C:2]([F:30])([F:29])[C:3]1[CH:4]=[C:5]([NH:9][C:10]([N:12]2[C:20]3[C:15](=[CH:16][C:17]([O:21][C:22]4[CH:27]=[C:26]([NH:31][CH2:32][CH2:33][CH2:34][N:35]5[CH2:36][CH2:37][N:38]([CH3:41])[CH2:39][CH2:40]5)[N:25]=[CH:24][N:23]=4)=[CH:18][CH:19]=3)[CH2:14][CH2:13]2)=[O:11])[CH:6]=[CH:7][CH:8]=1. The catalyst class is: 32. (6) Reactant: Cl[C:2]1[N:3]=[N:4][C:5]([N:8]2[CH2:13][CH2:12][N:11]([CH:14]3[CH2:16][CH2:15]3)[CH2:10][CH2:9]2)=[CH:6][CH:7]=1.C(=O)([O-])[O-].[Na+].[Na+].[CH3:23][O:24][C:25]1[CH:30]=[C:29](B2OC(C)(C)C(C)(C)O2)[CH:28]=[CH:27][C:26]=1[NH:40][C:41](=[O:43])[CH3:42]. Product: [CH:14]1([N:11]2[CH2:12][CH2:13][N:8]([C:5]3[N:4]=[N:3][C:2]([C:29]4[CH:28]=[CH:27][C:26]([NH:40][C:41](=[O:43])[CH3:42])=[C:25]([O:24][CH3:23])[CH:30]=4)=[CH:7][CH:6]=3)[CH2:9][CH2:10]2)[CH2:16][CH2:15]1. The catalyst class is: 745. (7) Reactant: [F:1][CH:2]([F:44])[C:3]1[N:7]([C:8]2[N:13]=[C:12]([N:14]3[CH2:19][CH2:18][O:17][CH2:16][CH2:15]3)[N:11]=[C:10]([N:20]([CH2:34][CH2:35][CH2:36][N:37]([CH3:39])[CH3:38])[CH:21]3[CH2:26][CH2:25][N:24](C(OC(C)(C)C)=O)[CH2:23][CH2:22]3)[N:9]=2)[C:6]2[CH:40]=[CH:41][CH:42]=[CH:43][C:5]=2[N:4]=1.C(O)(C(F)(F)F)=O. Product: [F:44][CH:2]([F:1])[C:3]1[N:7]([C:8]2[N:13]=[C:12]([N:14]3[CH2:15][CH2:16][O:17][CH2:18][CH2:19]3)[N:11]=[C:10]([N:20]([CH:21]3[CH2:26][CH2:25][NH:24][CH2:23][CH2:22]3)[CH2:34][CH2:35][CH2:36][N:37]([CH3:39])[CH3:38])[N:9]=2)[C:6]2[CH:40]=[CH:41][CH:42]=[CH:43][C:5]=2[N:4]=1. The catalyst class is: 2.